Task: Predict the reaction yield, written as a fraction of the theoretical maximum amount of product (1.0 means a 100% yield; for example, 0.34 means a 34% yield).. Dataset: Reaction yield outcomes from USPTO patents with 853,638 reactions (1) The reactants are [F:1][C:2]1[CH:25]=[CH:24][CH:23]=[C:22]([F:26])[C:3]=1[C:4]([NH:6][C:7]1[CH:12]=[CH:11][C:10](B2OC(C)(C)C(C)(C)O2)=[CH:9][CH:8]=1)=[O:5].[CH3:27][O:28][C:29](=[O:38])[C:30]1[CH:35]=[CH:34][C:33]([CH3:36])=[C:32](Br)[CH:31]=1.C([O-])([O-])=O.[K+].[K+]. The catalyst is CN1CCCC1=O. The product is [CH3:27][O:28][C:29]([C:30]1[CH:31]=[C:32]([C:10]2[CH:9]=[CH:8][C:7]([NH:6][C:4](=[O:5])[C:3]3[C:22]([F:26])=[CH:23][CH:24]=[CH:25][C:2]=3[F:1])=[CH:12][CH:11]=2)[C:33]([CH3:36])=[CH:34][CH:35]=1)=[O:38]. The yield is 0.750. (2) The yield is 0.740. The product is [NH:8]1[CH2:13][CH2:12][CH2:11][CH:10]([NH:14][C:15]2[CH:16]=[C:17]3[C:21](=[CH:22][CH:23]=2)[NH:20][N:19]=[CH:18]3)[CH2:9]1. The catalyst is C(O)C.[Pd]. The reactants are C([N:8]1[CH2:13][CH2:12][CH2:11][CH:10]([NH:14][C:15]2[CH:16]=[C:17]3[C:21](=[CH:22][CH:23]=2)[NH:20][N:19]=[CH:18]3)[CH2:9]1)C1C=CC=CC=1.C([O-])=O.[NH4+]. (3) The reactants are [CH2:1]=[C:2]1[CH2:7][CH2:6][C@H:5]2[C@H:8]3[C@H:18]([CH2:19][CH2:20][C@:3]12[CH3:4])[C@:16]1([CH3:17])[C:11](=[CH:12][C:13](=[O:21])[CH2:14][CH2:15]1)[CH2:10][CH2:9]3.ClC1C(=O)C(C#N)=C(C#N)C(=O)C=1Cl.[Na].O. The catalyst is O1CCOCC1.C(OC)(C)(C)C. The product is [CH2:1]=[C:2]1[CH2:7][CH2:6][C@H:5]2[C@H:8]3[C@H:18]([CH2:19][CH2:20][C@:3]12[CH3:4])[C@:16]1([CH3:17])[C:11](=[CH:12][C:13](=[O:21])[CH:14]=[CH:15]1)[CH2:10][CH2:9]3. The yield is 0.500. (4) The reactants are [NH:1]([C:3]1[CH:8]=[C:7]([C:9]#[N:10])[CH:6]=[CH:5][N:4]=1)[NH2:2].[ClH:11]. The catalyst is CCOC(C)=O. The product is [ClH:11].[NH:1]([C:3]1[CH:8]=[C:7]([C:9]#[N:10])[CH:6]=[CH:5][N:4]=1)[NH2:2]. The yield is 0.950. (5) The reactants are [NH2:1][C:2]1[N:7]=[CH:6][C:5]([CH2:8][CH2:9][C:10]([O:12][CH3:13])=[O:11])=[CH:4][CH:3]=1.[N+:14]([C:17]1[CH:22]=[CH:21][CH:20]=[CH:19][C:18]=1[S:23](Cl)(=[O:25])=[O:24])([O-:16])=[O:15].O. The catalyst is N1C=CC=CC=1. The product is [N+:14]([C:17]1[CH:22]=[CH:21][CH:20]=[CH:19][C:18]=1[S:23]([NH:1][C:2]1[N:7]=[CH:6][C:5]([CH2:8][CH2:9][C:10]([O:12][CH3:13])=[O:11])=[CH:4][CH:3]=1)(=[O:25])=[O:24])([O-:16])=[O:15]. The yield is 0.360.